Dataset: Catalyst prediction with 721,799 reactions and 888 catalyst types from USPTO. Task: Predict which catalyst facilitates the given reaction. Reactant: [OH:1][C:2]1[N:6]([C:7]2[C:16]3[C:11](=[CH:12][CH:13]=[CH:14][CH:15]=3)[CH:10]=[CH:9][CH:8]=2)[N:5]=[CH:4][C:3]=1C(OCC)=O.[OH-].[K+].Cl. Product: [C:7]1([N:6]2[C:2]([OH:1])=[CH:3][CH:4]=[N:5]2)[C:16]2[C:11](=[CH:12][CH:13]=[CH:14][CH:15]=2)[CH:10]=[CH:9][CH:8]=1. The catalyst class is: 5.